Dataset: Full USPTO retrosynthesis dataset with 1.9M reactions from patents (1976-2016). Task: Predict the reactants needed to synthesize the given product. (1) The reactants are: C(O[C:5](=[O:7])[CH3:6])(=O)C.[CH3:8][C:9]1[N:13]([CH:14]([CH3:16])[CH3:15])[C:12]([C:17]2[CH:22]=[CH:21][N:20]=[C:19]([NH:23][CH:24]3[CH2:28][CH2:27][NH:26][CH2:25]3)[N:18]=2)=[CH:11][N:10]=1.O. Given the product [CH3:8][C:9]1[N:13]([CH:14]([CH3:16])[CH3:15])[C:12]([C:17]2[CH:22]=[CH:21][N:20]=[C:19]([NH:23][CH:24]3[CH2:28][CH2:27][N:26]([C:5](=[O:7])[CH3:6])[CH2:25]3)[N:18]=2)=[CH:11][N:10]=1, predict the reactants needed to synthesize it. (2) The reactants are: [CH2:1]([N:4]1[C:13]2[C:8](=[CH:9][CH:10]=[C:11]([OH:14])[CH:12]=2)[CH2:7][CH2:6][CH2:5]1)[C:2]#[CH:3].C(N(CC)CC)C.[CH3:22][O:23][C:24]1[CH:29]=[CH:28][CH:27]=[CH:26][C:25]=1[N:30]=[C:31]=[O:32]. Given the product [CH3:22][O:23][C:24]1[CH:29]=[CH:28][CH:27]=[CH:26][C:25]=1[NH:30][C:31](=[O:32])[O:14][C:11]1[CH:12]=[C:13]2[C:8]([CH2:7][CH2:6][CH2:5][N:4]2[CH2:1][C:2]#[CH:3])=[CH:9][CH:10]=1, predict the reactants needed to synthesize it. (3) Given the product [CH3:11][C:12]1([C:16]([NH:7][C:6]2[CH:8]=[CH:9][CH:10]=[C:4]([N+:1]([O-:3])=[O:2])[CH:5]=2)=[O:17])[CH2:15][O:14][CH2:13]1, predict the reactants needed to synthesize it. The reactants are: [N+:1]([C:4]1[CH:5]=[C:6]([CH:8]=[CH:9][CH:10]=1)[NH2:7])([O-:3])=[O:2].[CH3:11][C:12]1([C:16](O)=[O:17])[CH2:15][O:14][CH2:13]1.CCN=C=NCCCN(C)C.Cl. (4) Given the product [NH2:18][CH2:17][CH2:16][CH2:15][CH2:14][CH2:13][NH:12][C:10](=[O:11])[CH2:9][O:8][CH2:7][C:6]1[CH:26]=[CH:27][C:3]([F:2])=[CH:4][CH:5]=1, predict the reactants needed to synthesize it. The reactants are: Cl.[F:2][C:3]1[CH:27]=[CH:26][C:6]([CH2:7][O:8][CH2:9][C:10]([NH:12][CH2:13][CH2:14][CH2:15][CH2:16][CH2:17][NH:18]C(=O)OC(C)(C)C)=[O:11])=[CH:5][CH:4]=1. (5) Given the product [Cl:1][C:2]1[CH:7]=[CH:6][C:5]([C@H:8]([N:10]2[C:17](=[O:27])[CH2:16][O:15][C:11]2=[O:14])[CH3:9])=[CH:4][CH:3]=1, predict the reactants needed to synthesize it. The reactants are: [Cl:1][C:2]1[CH:7]=[CH:6][C:5]([C@H:8]([NH2:10])[CH3:9])=[CH:4][CH:3]=1.[C:11]([O:15][CH2:16][CH3:17])(=[O:14])CO.C[O-].[Na+].C1N=CN(C(N2C=NC=C2)=[O:27])C=1. (6) The reactants are: C[O:2][C:3]([C:5]1[CH:6]=[C:7]([C:11]2[CH:16]=[CH:15][C:14]([CH2:17][NH:18][C:19]([C:21]3[C:22]([O:27][C:28]4[CH:33]=[CH:32][CH:31]=[C:30]([C:34]#[N:35])[CH:29]=4)=[N:23][CH:24]=[CH:25][CH:26]=3)=[O:20])=[C:13]([F:36])[CH:12]=2)[CH:8]=[CH:9][CH:10]=1)=[O:4].[Li+].[OH-].Cl.CO.ClCCl. Given the product [C:34]([C:30]1[CH:29]=[C:28]([CH:33]=[CH:32][CH:31]=1)[O:27][C:22]1[C:21]([C:19]([NH:18][CH2:17][C:14]2[CH:15]=[CH:16][C:11]([C:7]3[CH:8]=[CH:9][CH:10]=[C:5]([C:3]([OH:4])=[O:2])[CH:6]=3)=[CH:12][C:13]=2[F:36])=[O:20])=[CH:26][CH:25]=[CH:24][N:23]=1)#[N:35], predict the reactants needed to synthesize it. (7) Given the product [CH3:30][C:28]1[S:29][C:25]2[CH:24]=[CH:23][C:22]([NH:21][C:16]([C:8]3[N:7]([C:2]4[CH:3]=[CH:4][CH:5]=[CH:6][N:1]=4)[C:11]4=[N:12][CH:13]=[CH:14][CH:15]=[C:10]4[CH:9]=3)=[O:18])=[CH:31][C:26]=2[N:27]=1, predict the reactants needed to synthesize it. The reactants are: [N:1]1[CH:6]=[CH:5][CH:4]=[CH:3][C:2]=1[N:7]1[C:11]2=[N:12][CH:13]=[CH:14][CH:15]=[C:10]2[CH:9]=[C:8]1[C:16]([O:18]CC)=O.[NH2:21][C:22]1[CH:23]=[CH:24][C:25]2[S:29][C:28]([CH3:30])=[N:27][C:26]=2[CH:31]=1. (8) Given the product [CH3:15][O:14][N:13]=[C:11]1[CH2:10][C@@H:9]([C:16]2[O:18][N:44]=[C:36]([CH2:37][C:38]3[CH:43]=[CH:42][CH:41]=[CH:40][CH:39]=3)[N:35]=2)[N:8]([C:6]([C:31]2[CH:30]=[CH:29][C:28]([C:19]3[CH:20]=[CH:21][CH:22]=[CH:23][CH:24]=3)=[CH:33][CH:32]=2)=[O:7])[CH2:12]1, predict the reactants needed to synthesize it. The reactants are: C(O[C:6]([N:8]1[CH2:12][C:11](=[N:13][O:14][CH3:15])[CH2:10][C@H:9]1[C:16]([OH:18])=O)=[O:7])(C)(C)C.[C:19]1([C:28]2[CH:33]=[CH:32][CH:31]=[CH:30][CH:29]=2)[CH:24]=[CH:23][C:22](C(Cl)=O)=[CH:21][CH:20]=1.O[N:35]=[C:36]([NH2:44])[CH2:37][C:38]1[CH:43]=[CH:42][CH:41]=[CH:40][CH:39]=1. (9) Given the product [C:1]([O:5][C:6](=[O:35])[NH:7][C:8]1([C:12]2[CH:13]=[CH:14][C:15]([C:18]3[C:19]([C:29]4[CH:30]=[CH:31][CH:32]=[CH:33][CH:34]=4)=[CH:20][C:21]4[N:26]([CH2:39][C:40]5[CH:45]=[CH:44][N:43]=[CH:42][CH:41]=5)[C:25](=[O:27])[CH2:24][O:23][C:22]=4[N:28]=3)=[CH:16][CH:17]=2)[CH2:11][CH2:10][CH2:9]1)([CH3:4])([CH3:2])[CH3:3], predict the reactants needed to synthesize it. The reactants are: [C:1]([O:5][C:6](=[O:35])[NH:7][C:8]1([C:12]2[CH:17]=[CH:16][C:15]([C:18]3[C:19]([C:29]4[CH:34]=[CH:33][CH:32]=[CH:31][CH:30]=4)=[CH:20][C:21]4[NH:26][C:25](=[O:27])[CH2:24][O:23][C:22]=4[N:28]=3)=[CH:14][CH:13]=2)[CH2:11][CH2:10][CH2:9]1)([CH3:4])([CH3:3])[CH3:2].[H-].[Na+].Br[CH2:39][C:40]1[CH:45]=[CH:44][N:43]=[CH:42][CH:41]=1.Br.C([O-])(O)=O.[Na+].